Dataset: Full USPTO retrosynthesis dataset with 1.9M reactions from patents (1976-2016). Task: Predict the reactants needed to synthesize the given product. (1) Given the product [C:20]([O:24][C:25]([N:27]1[CH2:32][CH2:31][CH:30]([C:33](=[O:38])[C:7]2[CH:6]=[CH:5][CH:4]=[C:3]([C:8]([F:9])([F:10])[F:11])[C:2]=2[F:1])[CH2:29][CH2:28]1)=[O:26])([CH3:23])([CH3:22])[CH3:21], predict the reactants needed to synthesize it. The reactants are: [F:1][C:2]1[CH:7]=[CH:6][CH:5]=[CH:4][C:3]=1[C:8]([F:11])([F:10])[F:9].[Li+].CC([N-]C(C)C)C.[C:20]([O:24][C:25]([N:27]1[CH2:32][CH2:31][CH:30]([C:33](=[O:38])N(OC)C)[CH2:29][CH2:28]1)=[O:26])([CH3:23])([CH3:22])[CH3:21]. (2) Given the product [Cl:26][C:27]1[CH:32]=[CH:31][CH:30]=[CH:29][C:28]=1[C:33]1[N:36]=[C:23]([CH:11]2[CH2:10][CH:9]([C:6]3[CH:5]=[CH:4][C:3]([CH2:1][CH3:2])=[CH:8][CH:7]=3)[CH2:14][N:13]([C:15]([N:17]3[CH2:22][CH2:21][O:20][CH2:19][CH2:18]3)=[O:16])[CH2:12]2)[O:25][N:34]=1, predict the reactants needed to synthesize it. The reactants are: [CH2:1]([C:3]1[CH:8]=[CH:7][C:6]([CH:9]2[CH2:14][N:13]([C:15]([N:17]3[CH2:22][CH2:21][O:20][CH2:19][CH2:18]3)=[O:16])[CH2:12][CH:11]([C:23]([OH:25])=O)[CH2:10]2)=[CH:5][CH:4]=1)[CH3:2].[Cl:26][C:27]1[CH:32]=[CH:31][CH:30]=[CH:29][C:28]=1[C:33](=[NH:36])[NH:34]O. (3) The reactants are: Br[C:2]1[CH:3]=[C:4]([NH:9][C:10]2[CH:15]=[CH:14][CH:13]=[CH:12][N:11]=2)[CH:5]=[CH:6][C:7]=1[CH3:8].[F:16][C:17]1[CH:40]=[CH:39][CH:38]=[C:37]([F:41])[C:18]=1[C:19]([NH:21][C:22]1[CH:27]=[CH:26][C:25](B2OC(C)(C)C(C)(C)O2)=[CH:24][CH:23]=1)=[O:20].C([O-])([O-])=O.[Na+].[Na+].C(O)C. Given the product [F:16][C:17]1[CH:40]=[CH:39][CH:38]=[C:37]([F:41])[C:18]=1[C:19]([NH:21][C:22]1[CH:27]=[CH:26][C:25]([C:2]2[CH:3]=[C:4]([NH:9][C:10]3[CH:15]=[CH:14][CH:13]=[CH:12][N:11]=3)[CH:5]=[CH:6][C:7]=2[CH3:8])=[CH:24][CH:23]=1)=[O:20], predict the reactants needed to synthesize it. (4) The reactants are: Cl[C:2]1[N:7]=[CH:6][C:5]([CH2:8][OH:9])=[CH:4][C:3]=1[F:10].C([O-])([O-])=O.[K+].[K+].[CH2:17]([Zn]CC)[CH3:18]. Given the product [CH2:17]([C:2]1[N:7]=[CH:6][C:5]([CH2:8][OH:9])=[CH:4][C:3]=1[F:10])[CH3:18], predict the reactants needed to synthesize it. (5) Given the product [NH2:10][C:7]1[CH:8]=[CH:9][C:2]([F:1])=[C:3]([CH:6]=1)[C:4]#[N:5], predict the reactants needed to synthesize it. The reactants are: [F:1][C:2]1[CH:9]=[CH:8][C:7]([N+:10]([O-])=O)=[CH:6][C:3]=1[C:4]#[N:5].